This data is from Forward reaction prediction with 1.9M reactions from USPTO patents (1976-2016). The task is: Predict the product of the given reaction. (1) Given the reactants [F:1][C:2]1[CH:7]=[C:6]([F:8])[CH:5]=[CH:4][C:3]=1[C@:9]([OH:24])([C@H:16]([S:18][CH:19]([CH2:22][OH:23])[CH2:20][OH:21])[CH3:17])[CH2:10][N:11]1[CH:15]=[N:14][CH:13]=[N:12]1.[F:25][C:26]([F:38])([F:37])[C:27]1[CH:36]=[CH:35][C:30](/[CH:31]=[CH:32]/[CH:33]=O)=[CH:29][CH:28]=1, predict the reaction product. The product is: [F:1][C:2]1[CH:7]=[C:6]([F:8])[CH:5]=[CH:4][C:3]=1[C@:9]([OH:24])([C@H:16]([S:18][C@@H:19]1[CH2:20][O:21][C@@H:33](/[CH:32]=[CH:31]/[C:30]2[CH:35]=[CH:36][C:27]([C:26]([F:25])([F:37])[F:38])=[CH:28][CH:29]=2)[O:23][CH2:22]1)[CH3:17])[CH2:10][N:11]1[CH:15]=[N:14][CH:13]=[N:12]1. (2) Given the reactants [F:1][CH:2]([F:35])[O:3][C:4]1[CH:5]=[C:6]([N:14]([CH2:28][C:29]2[CH:30]=[N:31][CH:32]=[CH:33][CH:34]=2)[C:15]2[CH:27]=[CH:26][C:18]([C:19]([O:21]C(C)(C)C)=[O:20])=[CH:17][CH:16]=2)[CH:7]=[CH:8][C:9]=1[O:10][CH:11]([F:13])[F:12].FC(F)(F)C(O)=O, predict the reaction product. The product is: [F:35][CH:2]([F:1])[O:3][C:4]1[CH:5]=[C:6]([N:14]([CH2:28][C:29]2[CH:30]=[N:31][CH:32]=[CH:33][CH:34]=2)[C:15]2[CH:16]=[CH:17][C:18]([C:19]([OH:21])=[O:20])=[CH:26][CH:27]=2)[CH:7]=[CH:8][C:9]=1[O:10][CH:11]([F:13])[F:12]. (3) Given the reactants [SH:1][C:2]1[O:6][C:5]([C:7]2[CH:12]=[CH:11][N:10]=[C:9]([NH:13][C:14](=[O:23])[CH2:15][CH2:16][C:17]3[CH:22]=[CH:21][CH:20]=[CH:19][CH:18]=3)[CH:8]=2)=[N:4][N:3]=1.Cl[CH2:25][C:26]1[CH:27]=[CH:28][C:29]([O:34][CH3:35])=[C:30]([CH:33]=1)[C:31]#[N:32], predict the reaction product. The product is: [C:31]([C:30]1[CH:33]=[C:26]([CH:27]=[CH:28][C:29]=1[O:34][CH3:35])[CH2:25][S:1][C:2]1[O:6][C:5]([C:7]2[CH:12]=[CH:11][N:10]=[C:9]([NH:13][C:14](=[O:23])[CH2:15][CH2:16][C:17]3[CH:18]=[CH:19][CH:20]=[CH:21][CH:22]=3)[CH:8]=2)=[N:4][N:3]=1)#[N:32].